From a dataset of Forward reaction prediction with 1.9M reactions from USPTO patents (1976-2016). Predict the product of the given reaction. (1) Given the reactants [CH2:1]([O:8][C:9]1[CH:10]=[C:11]([C:15]2[C:16]([NH2:26])=[N:17][NH:18][C:19]=2[C:20]2[CH:25]=[CH:24][N:23]=[CH:22][CH:21]=2)[CH:12]=[CH:13][CH:14]=1)[C:2]1[CH:7]=[CH:6][CH:5]=[CH:4][CH:3]=1.[N:27]([O-])=O.[Na+].Cl.[CH2:32]([O:34][C:35](=[O:45])[CH2:36][C:37]([CH:39]1[CH2:44][CH2:43][CH2:42][CH2:41][CH2:40]1)=O)[CH3:33].C([O-])(=O)C.[Na+], predict the reaction product. The product is: [CH2:1]([O:8][C:9]1[CH:10]=[C:11]([C:15]2[C:19]([C:20]3[CH:21]=[CH:22][N:23]=[CH:24][CH:25]=3)=[N:18][N:17]3[C:37]([CH:39]4[CH2:44][CH2:43][CH2:42][CH2:41][CH2:40]4)=[C:36]([C:35]([O:34][CH2:32][CH3:33])=[O:45])[N:27]=[N:26][C:16]=23)[CH:12]=[CH:13][CH:14]=1)[C:2]1[CH:7]=[CH:6][CH:5]=[CH:4][CH:3]=1. (2) Given the reactants CON(C)[C:4](=[O:17])[C@@H:5]([NH:9][C:10](=[O:16])[O:11][C:12]([CH3:15])([CH3:14])[CH3:13])[CH:6]([CH3:8])[CH3:7].C[Li].[CH3:21]C#N, predict the reaction product. The product is: [CH3:8][CH:6]([C@H:5]([NH:9][C:10](=[O:16])[O:11][C:12]([CH3:13])([CH3:14])[CH3:15])[C:4](=[O:17])[CH3:21])[CH3:7]. (3) Given the reactants C(OC(=O)[NH:10][CH2:11][C:12]1[N:21]([C:22]2[CH:27]=[CH:26][C:25]([F:28])=[CH:24][CH:23]=2)[C:20](=[O:29])[C:19]2[C:14](=[CH:15][CH:16]=[CH:17][CH:18]=2)[N:13]=1)C1C=CC=CC=1, predict the reaction product. The product is: [NH2:10][CH2:11][C:12]1[N:21]([C:22]2[CH:27]=[CH:26][C:25]([F:28])=[CH:24][CH:23]=2)[C:20](=[O:29])[C:19]2[C:14](=[CH:15][CH:16]=[CH:17][CH:18]=2)[N:13]=1. (4) Given the reactants Br[C:2]1[CH:3]=[C:4]([CH3:9])[CH:5]=[C:6]([CH3:8])[CH:7]=1.[CH2:10]([NH2:16])[CH2:11][CH2:12][CH2:13][CH2:14][CH3:15], predict the reaction product. The product is: [CH2:10]([NH:16][C:2]1[CH:3]=[C:4]([CH3:9])[CH:5]=[C:6]([CH3:8])[CH:7]=1)[CH2:11][CH2:12][CH2:13][CH2:14][CH3:15]. (5) Given the reactants [CH3:1][C@H:2]([NH2:9])[C:3]1[CH:8]=[CH:7][CH:6]=[CH:5][CH:4]=1.[CH2:10]([C:12](=O)[C:13]([O-:15])=[O:14])[CH3:11].F[C:18](F)(F)[C:19](O)=O.B(F)(F)F.CCOCC.[CH3:33][O:34][CH2:35][CH:36]1C=C[CH:38]=[CH:37]1.C1([Na])C=CC=C1.COCCl, predict the reaction product. The product is: [CH2:18]([O:15][C:13]([CH:12]1[CH:10]2[CH:36]([CH2:35][O:34][CH3:33])[CH:37]([CH:38]=[CH:11]2)[N:9]1[CH:2]([C:3]1[CH:8]=[CH:7][CH:6]=[CH:5][CH:4]=1)[CH3:1])=[O:14])[CH3:19]. (6) The product is: [O:36]=[C:37]1[C:42]([CH2:43][N:44]2[CH2:49][CH2:48][CH2:47][CH2:46][CH:45]2[CH2:50][CH2:51][CH2:10][C:11]2[CH:16]=[CH:15][CH:14]=[CH:13][N:12]=2)=[CH:41][CH:40]=[CH:39][NH:38]1. Given the reactants Cl.Cl.C1([P+](C2C=CC=CC=2)(C2C=CC=CC=2)[CH2:10][C:11]2[CH:16]=[CH:15][CH:14]=[CH:13][N:12]=2)C=CC=CC=1.CC(C)([O-])C.[K+].C[O:36][C:37]1[C:42]([CH2:43][N:44]2[CH2:49][CH2:48][CH2:47][CH2:46][CH:45]2[CH2:50][CH:51]=O)=[CH:41][CH:40]=[CH:39][N:38]=1.O, predict the reaction product.